This data is from Reaction yield outcomes from USPTO patents with 853,638 reactions. The task is: Predict the reaction yield, written as a fraction of the theoretical maximum amount of product (1.0 means a 100% yield; for example, 0.34 means a 34% yield). (1) The reactants are [Cl:1][C:2]1[C:6]([NH:7][C:8](=[O:10])[CH3:9])=[CH:5][N:4]([C:11]2[CH:12]=[N:13][CH:14]=[CH:15][CH:16]=2)[N:3]=1.O1CC[CH2:19][CH2:18]1.CC(C)([O-])C.[Na+].C(Br)C. The catalyst is O.C(OCC)(=O)C. The product is [Cl:1][C:2]1[C:6]([N:7]([CH2:18][CH3:19])[C:8](=[O:10])[CH3:9])=[CH:5][N:4]([C:11]2[CH:12]=[N:13][CH:14]=[CH:15][CH:16]=2)[N:3]=1. The yield is 0.890. (2) The reactants are CCN(S(F)(F)[F:7])CC.[Si:10]([O:17][CH2:18][C:19]1(O)[CH2:23][N:22]([C:24]([O:26][C:27]([CH3:30])([CH3:29])[CH3:28])=[O:25])[C@H:21]([C:31]([O:33][CH3:34])=[O:32])[CH2:20]1)([C:13]([CH3:16])([CH3:15])[CH3:14])([CH3:12])[CH3:11]. The catalyst is ClCCl. The product is [Si:10]([O:17][CH2:18][C:19]1([F:7])[CH2:23][N:22]([C:24]([O:26][C:27]([CH3:30])([CH3:29])[CH3:28])=[O:25])[C@H:21]([C:31]([O:33][CH3:34])=[O:32])[CH2:20]1)([C:13]([CH3:16])([CH3:15])[CH3:14])([CH3:12])[CH3:11]. The yield is 0.910.